From a dataset of Full USPTO retrosynthesis dataset with 1.9M reactions from patents (1976-2016). Predict the reactants needed to synthesize the given product. Given the product [CH2:32]([O:31][C:9]1[C:8]([N:84]([CH3:85])[CH3:83])=[C:17]2[C:12]([C:13]([CH2:18][C:19]3[CH:24]=[C:23]([O:25][CH3:26])[C:22]([O:27][CH3:28])=[C:21]([O:29][CH3:30])[CH:20]=3)=[CH:14][N:15]=[CH:16]2)=[CH:11][CH:10]=1)[CH3:33], predict the reactants needed to synthesize it. The reactants are: Cl.FC(F)(F)S(O[C:8]1[C:9]([O:31][CH2:32][CH3:33])=[CH:10][CH:11]=[C:12]2[C:17]=1[CH:16]=[N:15][CH:14]=[C:13]2[CH2:18][C:19]1[CH:24]=[C:23]([O:25][CH3:26])[C:22]([O:27][CH3:28])=[C:21]([O:29][CH3:30])[CH:20]=1)(=O)=O.C1C=CC(P(C2C(C3C(P(C4C=CC=CC=4)C4C=CC=CC=4)=CC=C4C=3C=CC=C4)=C3C(C=CC=C3)=CC=2)C2C=CC=CC=2)=CC=1.Cl.[CH3:83][NH:84][CH3:85].C([O-])([O-])=O.[Cs+].[Cs+].